Predict the product of the given reaction. From a dataset of Forward reaction prediction with 1.9M reactions from USPTO patents (1976-2016). (1) The product is: [C:1]([O:5][C:6]([N:8]1[CH2:12][CH2:11][CH2:10][CH:9]1[C:13]([O:15][CH2:16][C:17]([C:19]1[CH:20]=[CH:21][C:22]2[C:28]3[CH:29]=[CH:30][C:31]([C:41](=[O:42])[CH2:40][Br:61])=[CH:32][C:27]=3[CH2:26][O:25][CH2:24][C:23]=2[CH:34]=1)=[O:18])=[O:14])=[O:7])([CH3:4])([CH3:2])[CH3:3]. Given the reactants [C:1]([O:5][C:6]([N:8]1[CH2:12][CH2:11][CH2:10][CH:9]1[C:13]([O:15][CH2:16][C:17]([C:19]1[CH:20]=[CH:21][C:22]2[C:28]3[CH:29]=[CH:30][C:31](Br)=[CH:32][C:27]=3[CH2:26][O:25][CH2:24][C:23]=2[CH:34]=1)=[O:18])=[O:14])=[O:7])([CH3:4])([CH3:3])[CH3:2].C([Sn](CCCC)(CCCC)[CH:40]=[CH:41][O:42]CC)CCC.O.C1C(=O)N([Br:61])C(=O)C1, predict the reaction product. (2) Given the reactants [CH:1]([NH:4][C:5]1[CH:13]=[CH:12][C:11]([CH3:14])=[CH:10][C:6]=1[C:7]([OH:9])=O)([CH3:3])[CH3:2].CCN=C=NCCCN(C)C.C1C=CC2N(O)N=NC=2C=1.CCN(C(C)C)C(C)C.[CH3:45][C:46]([NH2:50])([C:48]#[CH:49])[CH3:47], predict the reaction product. The product is: [CH:1]([NH:4][C:5]1[CH:13]=[CH:12][C:11]([CH3:14])=[CH:10][C:6]=1[C:7]([NH:50][C:46]([CH3:47])([C:48]#[CH:49])[CH3:45])=[O:9])([CH3:2])[CH3:3].